Predict the reaction yield, written as a fraction of the theoretical maximum amount of product (1.0 means a 100% yield; for example, 0.34 means a 34% yield). From a dataset of Reaction yield outcomes from USPTO patents with 853,638 reactions. (1) The reactants are [F:1][C:2]1[CH:10]=[CH:9][C:8]([CH2:11][C:12]2[C:21]3[C:16](=[CH:17][CH:18]=[CH:19][CH:20]=3)[C:15](=[O:22])[NH:14][N:13]=2)=[CH:7][C:3]=1[C:4](O)=[O:5].[N:23]1([C:29]([O:31][C:32]([CH3:35])([CH3:34])[CH3:33])=[O:30])[CH2:28][CH2:27][NH:26][CH2:25][CH2:24]1.CN(C(ON1N=NC2C=CC=NC1=2)=[N+](C)C)C.F[P-](F)(F)(F)(F)F.CCN(C(C)C)C(C)C. The catalyst is CN(C=O)C. The product is [C:32]([O:31][C:29]([N:23]1[CH2:28][CH2:27][N:26]([C:4](=[O:5])[C:3]2[CH:7]=[C:8]([CH2:11][C:12]3[C:21]4[C:16](=[CH:17][CH:18]=[CH:19][CH:20]=4)[C:15](=[O:22])[NH:14][N:13]=3)[CH:9]=[CH:10][C:2]=2[F:1])[CH2:25][CH2:24]1)=[O:30])([CH3:35])([CH3:33])[CH3:34]. The yield is 0.640. (2) The reactants are [CH3:1][C:2]1[NH:3][C:4]2[C:9]([CH:10]=1)=[CH:8][CH:7]=[CH:6][CH:5]=2.[C:11]1(=[O:17])[NH:15][C:14](=[O:16])[CH:13]=[CH:12]1. The catalyst is C(O)(=O)C. The product is [CH3:1][C:2]1[NH:3][C:4]2[C:9]([C:10]=1[CH:13]1[CH2:12][C:11](=[O:17])[NH:15][C:14]1=[O:16])=[CH:8][CH:7]=[CH:6][CH:5]=2. The yield is 0.310. (3) The reactants are Br[C:2]1[CH:7]=[CH:6][C:5]([F:8])=[CH:4][N:3]=1.[C:9]1([Mg]Br)[CH:14]=[CH:13][CH:12]=[CH:11][CH:10]=1. The catalyst is O1CCCC1.CCOC(C)=O. The product is [F:8][C:5]1[CH:6]=[CH:7][C:2]([C:9]2[CH:14]=[CH:13][CH:12]=[CH:11][CH:10]=2)=[N:3][CH:4]=1. The yield is 0.690. (4) The reactants are [NH2:1][CH:2]1[CH2:7][CH2:6][N:5]([CH2:8][C@@H:9]([C:11]2[C:20]3[C:15](=[CH:16][CH:17]=[C:18]([O:21][CH3:22])[N:19]=3)[N:14]=[CH:13][CH:12]=2)[OH:10])[CH2:4][CH2:3]1.[N:23]1[C:32]2[NH:31][CH2:30][CH2:29][CH2:28][C:27]=2[CH:26]=[CH:25][C:24]=1[CH:33]=O.[O-]S([O-])(=O)=O.[Na+].[Na+].[BH4-].[Na+]. The catalyst is C(Cl)Cl.C(O)C. The product is [CH3:22][O:21][C:18]1[N:19]=[C:20]2[C:15](=[CH:16][CH:17]=1)[N:14]=[CH:13][CH:12]=[C:11]2[C@@H:9]([OH:10])[CH2:8][N:5]1[CH2:6][CH2:7][CH:2]([NH:1][CH2:33][C:24]2[CH:25]=[CH:26][C:27]3[CH2:28][CH2:29][CH2:30][NH:31][C:32]=3[N:23]=2)[CH2:3][CH2:4]1. The yield is 0.830. (5) The reactants are [Cl:1][C:2]1[CH:3]=[CH:4][C:5]([O:10][CH2:11][C@@H:12]([F:34])[CH2:13][O:14]C(C2C=CC=CC=2)(C2C=CC=CC=2)C2C=CC=CC=2)=[C:6]([CH:9]=1)[C:7]#[N:8].C1(C)C(CO)=CC=CC=1.S(=O)(=O)(O)O.[OH-].[Na+]. No catalyst specified. The product is [Cl:1][C:2]1[CH:3]=[CH:4][C:5]([O:10][CH2:11][C@@H:12]([F:34])[CH2:13][OH:14])=[C:6]([CH:9]=1)[C:7]#[N:8]. The yield is 0.880. (6) The reactants are C1C(=O)N([Br:8])C(=O)C1.C1(P(C2C=CC=CC=2)C2C=CC=CC=2)C=CC=CC=1.[Cl:28][C:29]1[CH:30]=[C:31]([C:35]2[O:39][N:38]=[C:37]([CH:40](O)[CH3:41])[N:36]=2)[CH:32]=[CH:33][CH:34]=1. The catalyst is C1COCC1. The product is [Br:8][CH:40]([C:37]1[N:36]=[C:35]([C:31]2[CH:32]=[CH:33][CH:34]=[C:29]([Cl:28])[CH:30]=2)[O:39][N:38]=1)[CH3:41]. The yield is 0.320. (7) The reactants are [Cl:1][C:2]1[CH:33]=[N:32][C:5]2=[N:6][C:7]([N:19]3[CH2:22][CH:21]([N:23](C)[C:24](=O)OC(C)(C)C)[CH2:20]3)=[C:8]([NH:10][CH2:11][CH:12](OCC)OCC)[N:9]=[C:4]2[CH:3]=1.CC1C=CC(S(O)(=O)=O)=CC=1.O.C([O-])(O)=O.[Na+]. The catalyst is CC(O)C. The product is [Cl:1][C:2]1[CH:33]=[N:32][C:5]2[N:6]=[C:7]([N:19]3[CH2:20][CH:21]([NH:23][CH3:24])[CH2:22]3)[C:8]3[N:9]([CH:12]=[CH:11][N:10]=3)[C:4]=2[CH:3]=1. The yield is 0.520. (8) The reactants are [C:1]([C:3]1[CH:19]=[CH:18][C:6]([O:7][C:8]2[CH:9]=[CH:10][C:11]3[B:15]([OH:16])[O:14][CH2:13][C:12]=3[CH:17]=2)=[C:5]([OH:20])[CH:4]=1)#N.[OH-:21].[Na+].Cl.C[OH:25]. The catalyst is O1CCOCC1. The product is [C:1]([C:3]1[CH:19]=[CH:18][C:6]([O:7][C:8]2[CH:9]=[CH:10][C:11]3[B:15]([OH:16])[O:14][CH2:13][C:12]=3[CH:17]=2)=[C:5]([OH:20])[CH:4]=1)([OH:25])=[O:21]. The yield is 0.300. (9) The reactants are [Br:1][C:2]1[CH:7]=[CH:6][N:5]=[C:4]([NH:8][C:9](=[O:14])CC(=O)C)[CH:3]=1.[NH:15]1[CH2:19][CH2:18][CH2:17][CH2:16]1. The catalyst is C1(C)C=CC=CC=1. The product is [Br:1][C:2]1[CH:7]=[CH:6][N:5]=[C:4]([NH:8][C:9]([N:15]2[CH2:19][CH2:18][CH2:17][CH2:16]2)=[O:14])[CH:3]=1. The yield is 0.470. (10) The yield is 0.900. The reactants are Cl[C:2]1[N:7]2[N:8]=[C:9]([C:11]3[CH:16]=[CH:15][CH:14]=[CH:13][CH:12]=3)[CH:10]=[C:6]2[N:5]=[C:4]([CH3:17])[C:3]=1[F:18]. The catalyst is CC(O)=O.[Zn]. The product is [F:18][C:3]1[C:4]([CH3:17])=[N:5][C:6]2[N:7]([N:8]=[C:9]([C:11]3[CH:16]=[CH:15][CH:14]=[CH:13][CH:12]=3)[CH:10]=2)[CH:2]=1.